Task: Predict the product of the given reaction.. Dataset: Forward reaction prediction with 1.9M reactions from USPTO patents (1976-2016) Given the reactants Cl[C:2]1[CH:7]=[C:6]([C:8]2[CH:13]=[CH:12][CH:11]=[CH:10][CH:9]=2)[N:5]=[C:4]([NH:14][C:15](=[O:32])[CH2:16][CH2:17][C:18]([C:20]2[CH:25]=[CH:24][C:23]([O:26][CH2:27][CH3:28])=[C:22]([O:29][CH2:30][CH3:31])[CH:21]=2)=[O:19])[CH:3]=1.C1(C2C=CC=CC=2)C=CC=CC=1P(C1CCCCC1)C1CCCCC1.C(=O)([O-])[O-].[K+].[K+].[OH:64][CH2:65][CH2:66][CH2:67][C:68]1[CH:69]=[C:70](B(O)O)[CH:71]=[CH:72][CH:73]=1, predict the reaction product. The product is: [CH2:30]([O:29][C:22]1[CH:21]=[C:20]([C:18](=[O:19])[CH2:17][CH2:16][C:15]([NH:14][C:4]2[CH:3]=[C:2]([C:72]3[CH:71]=[CH:70][CH:69]=[C:68]([CH2:67][CH2:66][CH2:65][OH:64])[CH:73]=3)[CH:7]=[C:6]([C:8]3[CH:13]=[CH:12][CH:11]=[CH:10][CH:9]=3)[N:5]=2)=[O:32])[CH:25]=[CH:24][C:23]=1[O:26][CH2:27][CH3:28])[CH3:31].